Dataset: Experimentally validated miRNA-target interactions with 360,000+ pairs, plus equal number of negative samples. Task: Binary Classification. Given a miRNA mature sequence and a target amino acid sequence, predict their likelihood of interaction. The miRNA is hsa-miR-6838-3p with sequence AAGUCCUGCUUCUGUUGCAG. The protein sequence of the target gene is MQAVVPLNKMTAISPEPQTLASTEQNEVPRVVTSGEQEAILRGNAADAESFRQRFRWFCYSEVAGPRKALSQLWELCNQWLRPDIHTKEQILELLVFEQFLTILPGEIRIWVKSQHPESSEEVVTLIEDLTQMLEEKDPVSQDSTVSQEENSKEDKMVTVCPNTESCESITLKDVAVNFSRGEWKKLEPFQKELYKEVLLENLRNLEFLDFPVSKLELISQLKWVELPWLLEEVSKSSRLDESALDKIIERCLRDDDHGLMEESQQYCGSSEEDHGNQGNSKGRVAQNKTLGSGSRGKKF.... Result: 0 (no interaction).